Dataset: Reaction yield outcomes from USPTO patents with 853,638 reactions. Task: Predict the reaction yield, written as a fraction of the theoretical maximum amount of product (1.0 means a 100% yield; for example, 0.34 means a 34% yield). (1) The reactants are [CH:1]1([C:4]2[C:5]3[N:6]([CH:20]=[CH:21][N:22]=3)[CH:7]=[C:8]([C:10]3[CH:15]=[CH:14][C:13]([C:16]([F:19])([F:18])[F:17])=[CH:12][CH:11]=3)[CH:9]=2)[CH2:3][CH2:2]1.[I:23]Cl. No catalyst specified. The product is [CH:1]1([C:4]2[C:5]3[N:6]([C:20]([I:23])=[CH:21][N:22]=3)[CH:7]=[C:8]([C:10]3[CH:11]=[CH:12][C:13]([C:16]([F:18])([F:17])[F:19])=[CH:14][CH:15]=3)[CH:9]=2)[CH2:2][CH2:3]1. The yield is 0.990. (2) The reactants are [Cl:1][C:2]1[C:11]2[C:6](=[CH:7][CH:8]=[CH:9][C:10]=2[O:12][CH:13]2[CH2:18][CH2:17][N:16]([CH3:19])[CH2:15][CH2:14]2)[N:5]=[CH:4][N:3]=1.[NH2:20][C:21]1[CH:26]=[CH:25][CH:24]=[C:23]([CH3:27])[CH:22]=1. No catalyst specified. The product is [ClH:1].[CH3:27][C:23]1[CH:22]=[C:21]([CH:26]=[CH:25][CH:24]=1)[NH:20][C:2]1[C:11]2[C:6](=[CH:7][CH:8]=[CH:9][C:10]=2[O:12][CH:13]2[CH2:18][CH2:17][N:16]([CH3:19])[CH2:15][CH2:14]2)[N:5]=[CH:4][N:3]=1. The yield is 0.250. (3) The reactants are [C:1]([O:5][C:6]([N:8]1[C:12]2=[N:13][CH:14]=[C:15]([O:17][CH2:18][C:19]3[CH:24]=[CH:23][CH:22]=[CH:21][CH:20]=3)[CH:16]=[C:11]2[CH:10]=[C:9]1[C:25]([OH:27])=[O:26])=[O:7])([CH3:4])([CH3:3])[CH3:2].[H-].[Na+].[CH3:30]I. The catalyst is CN(C)C=O. The product is [CH3:30][O:26][C:25]([C:9]1[N:8]([C:6]([O:5][C:1]([CH3:4])([CH3:2])[CH3:3])=[O:7])[C:12]2=[N:13][CH:14]=[C:15]([O:17][CH2:18][C:19]3[CH:20]=[CH:21][CH:22]=[CH:23][CH:24]=3)[CH:16]=[C:11]2[CH:10]=1)=[O:27]. The yield is 0.930. (4) The reactants are [H-].[Al+3].[Li+].[H-].[H-].[H-].[NH:7]1[C:15]2[CH:14]=[CH:13][CH:12]=[C:11]([C:16]#[N:17])[C:10]=2[CH:9]=[CH:8]1.[OH-].[Na+]. The catalyst is O1CCCC1. The product is [NH:7]1[C:15]2[CH:14]=[CH:13][CH:12]=[C:11]([CH2:16][NH2:17])[C:10]=2[CH:9]=[CH:8]1. The yield is 0.800. (5) The reactants are O.[OH-].[Li+].[F:4][C:5]1[CH:6]=[C:7]([C:12]2[CH:17]=[CH:16][C:15]([C:18]([NH:20][C@@H:21]([C:29]([O:31]C)=[O:30])[C@H:22]([CH3:28])[O:23][C:24]([CH3:27])([CH3:26])[CH3:25])=[O:19])=[C:14]([NH:33][C:34]([NH:36][C:37]3[C:42]([CH3:43])=[CH:41][C:40]([CH3:44])=[CH:39][C:38]=3[CH3:45])=[O:35])[CH:13]=2)[CH:8]=[CH:9][C:10]=1[F:11].O.Cl. The catalyst is O1CCOCC1. The product is [F:4][C:5]1[CH:6]=[C:7]([C:12]2[CH:17]=[CH:16][C:15]([C:18]([NH:20][C@@H:21]([C:29]([OH:31])=[O:30])[C@H:22]([CH3:28])[O:23][C:24]([CH3:25])([CH3:26])[CH3:27])=[O:19])=[C:14]([NH:33][C:34]([NH:36][C:37]3[C:38]([CH3:45])=[CH:39][C:40]([CH3:44])=[CH:41][C:42]=3[CH3:43])=[O:35])[CH:13]=2)[CH:8]=[CH:9][C:10]=1[F:11]. The yield is 0.300. (6) The reactants are [F:1][C:2]1[CH:7]=[C:6]([C:8]([F:11])([F:10])[F:9])[CH:5]=[CH:4][C:3]=1[C:12]1[C:13]2[CH2:20][CH2:19][CH:18]([CH2:21][C:22]([N:24]([CH3:26])[CH3:25])=[O:23])[C:14]=2[CH:15]=[N:16][CH:17]=1.N1C[CH:29]([CH2:31][OH:32])C1. No catalyst specified. The product is [F:1][C:2]1[CH:7]=[C:6]([C:8]([F:11])([F:9])[F:10])[CH:5]=[CH:4][C:3]=1[C:12]1[C:13]2[CH2:20][CH2:19][CH:18]([CH2:21][C:22]([N:24]3[CH2:25][CH:29]([CH2:31][OH:32])[CH2:26]3)=[O:23])[C:14]=2[CH:15]=[N:16][CH:17]=1. The yield is 0.0900.